This data is from Forward reaction prediction with 1.9M reactions from USPTO patents (1976-2016). The task is: Predict the product of the given reaction. (1) Given the reactants [CH2:1]([C@H:3]1[C:11]2[C:6](=[CH:7][C:8]([C:12](=[O:26])[NH:13][CH2:14][C:15]3[CH:20]=[CH:19][C:18]([S:21]([CH2:24][CH3:25])(=[O:23])=[O:22])=[CH:17][N:16]=3)=[CH:9][CH:10]=2)[CH2:5][N:4]1C(OC(C)(C)C)=O)[CH3:2].Cl.O1CCOCC1.[OH-].[Na+], predict the reaction product. The product is: [CH2:1]([C@H:3]1[C:11]2[C:6](=[CH:7][C:8]([C:12]([NH:13][CH2:14][C:15]3[CH:20]=[CH:19][C:18]([S:21]([CH2:24][CH3:25])(=[O:23])=[O:22])=[CH:17][N:16]=3)=[O:26])=[CH:9][CH:10]=2)[CH2:5][NH:4]1)[CH3:2]. (2) Given the reactants [Cl:1][C:2]1[CH:7]=[CH:6][C:5]([O:8][CH3:9])=[CH:4][C:3]=1[S:10](Cl)(=[O:12])=[O:11].[OH-].[NH4+:15].O, predict the reaction product. The product is: [Cl:1][C:2]1[CH:7]=[CH:6][C:5]([O:8][CH3:9])=[CH:4][C:3]=1[S:10]([NH2:15])(=[O:12])=[O:11]. (3) Given the reactants [N:1]1([CH2:7][CH2:8][OH:9])[CH2:6][CH2:5][CH2:4][CH2:3][CH2:2]1.[H-].[Na+].Cl[C:13]1[CH:18]=[C:17]([NH:19][C@@H:20]2[CH2:25][CH2:24][C@H:23]([C:26]([O:28][CH3:29])=[O:27])[CH2:22][CH2:21]2)[C:16]([N+:30]([O-:32])=[O:31])=[CH:15][N:14]=1, predict the reaction product. The product is: [N+:30]([C:16]1[C:17]([NH:19][C@@H:20]2[CH2:21][CH2:22][C@H:23]([C:26]([O:28][CH3:29])=[O:27])[CH2:24][CH2:25]2)=[CH:18][C:13]([O:9][CH2:8][CH2:7][N:1]2[CH2:6][CH2:5][CH2:4][CH2:3][CH2:2]2)=[N:14][CH:15]=1)([O-:32])=[O:31]. (4) Given the reactants Br[C:2]1[N:10]2[C:5]([CH:6]=[N:7][C:8]([NH:11][C:12]3[CH:17]=[CH:16][C:15]([N:18]4[CH2:23][CH2:22][CH:21]([N:24]5[CH2:29][CH2:28][N:27]([CH3:30])[CH2:26][CH2:25]5)[CH2:20][CH2:19]4)=[CH:14][C:13]=3[O:31][CH3:32])=[N:9]2)=[CH:4][CH:3]=1.[CH3:33][NH:34][C:35]([C:37]1[CH:42]=[CH:41][C:40](B(O)O)=[CH:39][CH:38]=1)=[O:36], predict the reaction product. The product is: [CH3:32][O:31][C:13]1[CH:14]=[C:15]([N:18]2[CH2:23][CH2:22][CH:21]([N:24]3[CH2:25][CH2:26][N:27]([CH3:30])[CH2:28][CH2:29]3)[CH2:20][CH2:19]2)[CH:16]=[CH:17][C:12]=1[NH:11][C:8]1[N:7]=[CH:6][C:5]2=[CH:4][CH:3]=[C:2]([C:40]3[CH:41]=[CH:42][C:37]([C:35]([NH:34][CH3:33])=[O:36])=[CH:38][CH:39]=3)[N:10]2[N:9]=1. (5) Given the reactants [NH2:1][C:2]1[N:6]([C:7]2[CH:12]=[CH:11][C:10]([F:13])=[CH:9][CH:8]=2)[N:5]=[CH:4][C:3]=1[C:14]([NH:16][CH2:17][C:18]1([C:21]([F:24])([F:23])[F:22])[CH2:20][O:19]1)=[O:15].[CH3:25][NH2:26], predict the reaction product. The product is: [NH2:1][C:2]1[N:6]([C:7]2[CH:12]=[CH:11][C:10]([F:13])=[CH:9][CH:8]=2)[N:5]=[CH:4][C:3]=1[C:14]([NH:16][CH2:17][C:18]([OH:19])([CH2:20][NH:26][CH3:25])[C:21]([F:24])([F:22])[F:23])=[O:15]. (6) Given the reactants [O:1]1[CH2:6][CH2:5][N:4](NC(N)=O)[CH2:3][CH2:2]1.[CH:11]1[CH:16]=[C:15]([C:17]2[C:27]3[CH:28]=[CH:29][C:30]([NH2:32])=[CH:31][C:26]=3[O:25][C:24]3[C:18]=2[CH:19]=[CH:20][C:21]([CH:23]=3)=[NH2+:22])[C:14]([C:33]([OH:35])=[O:34])=[CH:13][CH:12]=1.[Cl-].FC(F)(F)[C:39]([OH:41])=O.N(OCCC(C)C)=O.[N-:52]=[N+:53]=[N-].[Na+].C([O-])(O)=O.[Na+], predict the reaction product. The product is: [CH2:5]1[N:4]([C:39]([NH:22][C:21]2[CH:20]=[CH:19][C:18]3[C:17]4([O:35][C:33](=[O:34])[C:14]5[C:15]4=[CH:16][CH:11]=[CH:12][CH:13]=5)[C:27]4[CH:28]=[CH:29][C:30]([N:32]=[N+:52]=[N-:53])=[CH:31][C:26]=4[O:25][C:24]=3[CH:23]=2)=[O:41])[CH2:3][CH2:2][O:1][CH2:6]1.